Task: Regression. Given a peptide amino acid sequence and an MHC pseudo amino acid sequence, predict their binding affinity value. This is MHC class I binding data.. Dataset: Peptide-MHC class I binding affinity with 185,985 pairs from IEDB/IMGT (1) The peptide sequence is QASQDVKNW. The MHC is HLA-B35:01 with pseudo-sequence HLA-B35:01. The binding affinity (normalized) is 0. (2) The peptide sequence is IGLLNTIMV. The MHC is H-2-Kb with pseudo-sequence H-2-Kb. The binding affinity (normalized) is 0.410. (3) The peptide sequence is TINVNSLAL. The MHC is HLA-A02:06 with pseudo-sequence HLA-A02:06. The binding affinity (normalized) is 0.289. (4) The binding affinity (normalized) is 0.793. The peptide sequence is AAAYFVGYLK. The MHC is HLA-A03:01 with pseudo-sequence HLA-A03:01. (5) The MHC is HLA-A02:01 with pseudo-sequence HLA-A02:01. The binding affinity (normalized) is 0.0215. The peptide sequence is ASPMLYQLL.